From a dataset of Forward reaction prediction with 1.9M reactions from USPTO patents (1976-2016). Predict the product of the given reaction. (1) Given the reactants [C:1]([O:5][C:6](=[O:28])[NH:7][C@H:8]([C:10]1[CH:15]=[CH:14][C:13]([C:16]2[CH2:17][CH2:18][N:19]([C:22](=[O:27])[C:23]([F:26])([F:25])[F:24])[CH2:20][CH:21]=2)=[CH:12][CH:11]=1)[CH3:9])([CH3:4])([CH3:3])[CH3:2].[H][H], predict the reaction product. The product is: [C:1]([O:5][C:6](=[O:28])[NH:7][C@H:8]([C:10]1[CH:15]=[CH:14][C:13]([CH:16]2[CH2:17][CH2:18][N:19]([C:22](=[O:27])[C:23]([F:25])([F:26])[F:24])[CH2:20][CH2:21]2)=[CH:12][CH:11]=1)[CH3:9])([CH3:2])([CH3:3])[CH3:4]. (2) Given the reactants [C:1]1(=O)[O:6][C:4](=[O:5])[C@H:3]2[CH2:7][CH:8]=[CH:9][CH2:10][C@@H:2]12.[H-].[Al+3].[Li+].[H-].[H-].[H-].[H-].S(=O)(=O)(O)O, predict the reaction product. The product is: [OH:5][CH2:4][CH:3]1[CH:2]([CH2:1][OH:6])[CH2:10][CH:9]=[CH:8][CH2:7]1. (3) The product is: [CH:35]1([C:6]2[C:7]3[C:12]4=[C:11]([O:1][CH2:2][CH2:3][N:4]4[C:5]=2[C:27]2[CH:26]=[CH:8][CH:7]=[CH:6][CH:5]=2)[C:10]([C:13]([NH:33][S:30]([N:29]([CH3:34])[CH3:28])(=[O:32])=[O:31])=[O:15])=[CH:9][CH:8]=3)[CH2:36][CH2:37][CH2:38][CH2:44][CH2:45]1. Given the reactants [O:1]1[C:11]2=[C:12]3[C:7](=[CH:8][CH:9]=[C:10]2[C:13]([OH:15])=O)[CH:6]=[CH:5][N:4]3[CH:3]=[CH:2]1.C(N1[CH:27]=[CH:26]N=C1)(N1C=CN=C1)=O.[CH3:28][N:29]([CH3:34])[S:30]([NH2:33])(=[O:32])=[O:31].[CH2:35]1[CH2:45][CH2:44]N2[C:38](=NCCC2)[CH2:37][CH2:36]1, predict the reaction product. (4) The product is: [C:1]([O:5][CH:6]([C:7]([OH:9])=[O:8])[C:11]1[C:12]([C:29]2[CH:30]=[CH:31][C:32]3[O:37][CH2:36][CH2:35][CH2:34][C:33]=3[CH:38]=2)=[C:13]([C:21]2[CH:22]=[CH:23][C:24]([C:27]([OH:42])=[O:39])=[CH:25][CH:26]=2)[CH:14]=[CH:15][C:16]=1[C:17]([F:19])([F:18])[F:20])([CH3:3])([CH3:2])[CH3:4]. Given the reactants [C:1]([O:5][CH:6]([C:11]1[C:16]([C:17]([F:20])([F:19])[F:18])=[CH:15][CH:14]=[C:13]([C:21]2[CH:26]=[CH:25][C:24]([C:27]#N)=[CH:23][CH:22]=2)[C:12]=1[C:29]1[CH:30]=[CH:31][C:32]2[O:37][CH2:36][CH2:35][CH2:34][C:33]=2[CH:38]=1)[C:7]([O:9]C)=[O:8])([CH3:4])([CH3:3])[CH3:2].[OH-:39].[Li+].Cl.[OH2:42], predict the reaction product. (5) The product is: [O:15]1[CH2:20][CH2:19][CH:18]([O:21][CH2:22][CH2:23][O:24][C:25]2[CH:26]=[CH:27][C:28]([O:31][C:2]3[CH:3]=[C:4]([C:12](=[O:14])[CH3:13])[CH:5]=[CH:6][C:7]=3[C:8]([F:11])([F:10])[F:9])=[CH:29][CH:30]=2)[CH2:17][CH2:16]1. Given the reactants F[C:2]1[CH:3]=[C:4]([C:12](=[O:14])[CH3:13])[CH:5]=[CH:6][C:7]=1[C:8]([F:11])([F:10])[F:9].[O:15]1[CH2:20][CH2:19][CH:18]([O:21][CH2:22][CH2:23][O:24][C:25]2[CH:30]=[CH:29][C:28]([OH:31])=[CH:27][CH:26]=2)[CH2:17][CH2:16]1, predict the reaction product. (6) Given the reactants C([O:3][C:4]([C:6]1[N:7]([C:29]2[CH:34]=[CH:33][C:32]([O:35][CH:36]3[CH2:40][CH2:39][CH2:38][CH2:37]3)=[CH:31][CH:30]=2)[C:8]2[C:13]([C:14]=1[CH2:15][CH2:16][C:17]#[N:18])=[CH:12][C:11]([C:19]1[CH:24]=[CH:23][C:22]([C:25]([F:28])([F:27])[F:26])=[CH:21][CH:20]=1)=[CH:10][CH:9]=2)=[O:5])C.[OH-].[Na+].Cl, predict the reaction product. The product is: [C:17]([CH2:16][CH2:15][C:14]1[C:13]2[C:8](=[CH:9][CH:10]=[C:11]([C:19]3[CH:20]=[CH:21][C:22]([C:25]([F:28])([F:27])[F:26])=[CH:23][CH:24]=3)[CH:12]=2)[N:7]([C:29]2[CH:34]=[CH:33][C:32]([O:35][CH:36]3[CH2:40][CH2:39][CH2:38][CH2:37]3)=[CH:31][CH:30]=2)[C:6]=1[C:4]([OH:5])=[O:3])#[N:18].